This data is from Full USPTO retrosynthesis dataset with 1.9M reactions from patents (1976-2016). The task is: Predict the reactants needed to synthesize the given product. (1) Given the product [F:26][C:23]([F:24])([F:25])[C:20]1[CH:21]=[CH:22][C:17]([NH:16][C:15]2[C:10]3[CH2:9][NH:8][CH2:28][CH2:27][C:11]=3[N:12]=[CH:13][N:14]=2)=[CH:18][CH:19]=1, predict the reactants needed to synthesize it. The reactants are: C([N:8]1[CH2:28][CH2:27][C:11]2[N:12]=[CH:13][N:14]=[C:15]([NH:16][C:17]3[CH:22]=[CH:21][C:20]([C:23]([F:26])([F:25])[F:24])=[CH:19][CH:18]=3)[C:10]=2[CH2:9]1)C1C=CC=CC=1. (2) Given the product [CH2:1]([C:8]1[N:9]([CH3:26])[C:10]([C@H:13]2[CH2:17][CH2:16][C@H:15]([NH2:18])[CH2:14]2)=[N:11][N:12]=1)[C:2]1[CH:7]=[CH:6][CH:5]=[CH:4][CH:3]=1, predict the reactants needed to synthesize it. The reactants are: [CH2:1]([C:8]1[N:9]([CH3:26])[C:10]([C@H:13]2[CH2:17][CH2:16][C@H:15]([NH:18]C(=O)OC(C)(C)C)[CH2:14]2)=[N:11][N:12]=1)[C:2]1[CH:7]=[CH:6][CH:5]=[CH:4][CH:3]=1.FC(F)(F)C(O)=O.